From a dataset of Peptide-MHC class I binding affinity with 185,985 pairs from IEDB/IMGT. Regression. Given a peptide amino acid sequence and an MHC pseudo amino acid sequence, predict their binding affinity value. This is MHC class I binding data. The peptide sequence is NTFVNFNSV. The MHC is HLA-A11:01 with pseudo-sequence HLA-A11:01. The binding affinity (normalized) is 0.0214.